Dataset: Forward reaction prediction with 1.9M reactions from USPTO patents (1976-2016). Task: Predict the product of the given reaction. The product is: [NH2:1][C:2]1[CH:9]=[CH:8][C:7]([I:10])=[CH:6][C:3]=1[C:4]#[N:5]. Given the reactants [NH2:1][C:2]1[CH:9]=[CH:8][CH:7]=[CH:6][C:3]=1[C:4]#[N:5].[I-:10].[NH4+].OO.ClCCl, predict the reaction product.